This data is from Forward reaction prediction with 1.9M reactions from USPTO patents (1976-2016). The task is: Predict the product of the given reaction. (1) Given the reactants [Cl:1][C:2]1[CH:3]=[C:4]([C:8]2[N:9]([CH2:20][C:21]3[CH:26]=[C:25]([Cl:27])[CH:24]=[CH:23][C:22]=3[Cl:28])[C:10]([C:16]([O:18]C)=[O:17])=[C:11]([CH:13]([F:15])[F:14])[N:12]=2)[CH:5]=[N:6][CH:7]=1.[OH-].[Na+].Cl, predict the reaction product. The product is: [Cl:1][C:2]1[CH:3]=[C:4]([C:8]2[N:9]([CH2:20][C:21]3[CH:26]=[C:25]([Cl:27])[CH:24]=[CH:23][C:22]=3[Cl:28])[C:10]([C:16]([OH:18])=[O:17])=[C:11]([CH:13]([F:14])[F:15])[N:12]=2)[CH:5]=[N:6][CH:7]=1. (2) Given the reactants [C:1]([O:5][C:6]([N:8]1[C@H:13]([CH2:14][NH2:15])[CH2:12][C@H:11]2[C@@H:9]1[CH2:10]2)=[O:7])([CH3:4])([CH3:3])[CH3:2].[O:16]1[C:20]2=[CH:21][CH:22]=[CH:23][C:24]([C:25](O)=[O:26])=[C:19]2[CH:18]=[CH:17]1, predict the reaction product. The product is: [C:1]([O:5][C:6]([N:8]1[C@H:13]([CH2:14][NH:15][C:25]([C:24]2[CH:23]=[CH:22][CH:21]=[C:20]3[O:16][CH:17]=[CH:18][C:19]=23)=[O:26])[CH2:12][C@H:11]2[C@@H:9]1[CH2:10]2)=[O:7])([CH3:4])([CH3:3])[CH3:2]. (3) Given the reactants [C:1]([N:5]1[C:9]2=[N:10][C:11]([CH3:15])=[CH:12][C:13]([CH3:14])=[C:8]2[C:7]([C:16]#[N:17])=[CH:6]1)([CH3:4])([CH3:3])[CH3:2].[Br:18]N1C(C)(C)C(=O)N(Br)C1=O.[OH-].[Na+], predict the reaction product. The product is: [Br:18][C:12]1[C:13]([CH3:14])=[C:8]2[C:7]([C:16]#[N:17])=[CH:6][N:5]([C:1]([CH3:4])([CH3:3])[CH3:2])[C:9]2=[N:10][C:11]=1[CH3:15]. (4) The product is: [C:1]([C:5]1[N:6]=[C:7]([N:16]2[CH2:20][CH2:19][C:18]([F:21])([F:22])[CH2:17]2)[C:8]2[C:9](=[N:11][N:12]([CH2:14][C:15]3[N:49]([CH3:45])[N:48]=[C:47]([CH3:51])[N:46]=3)[N:13]=2)[N:10]=1)([CH3:2])([CH3:3])[CH3:4]. Given the reactants [C:1]([C:5]1[N:6]=[C:7]([N:16]2[CH2:20][CH2:19][C:18]([F:22])([F:21])[CH2:17]2)[C:8]2[C:9](=[N:11][N:12]([CH2:14][CH3:15])[N:13]=2)[N:10]=1)([CH3:4])([CH3:3])[CH3:2].C(C1N=C(N2CCC(F)(F)C2)C2N=NNC=2N=1)(C)(C)C.ClC[C:45]1[N:49](C)[N:48]=[C:47]([CH3:51])[N:46]=1, predict the reaction product. (5) The product is: [CH:2]1[C:3]([Cl:24])=[CH:4][C:5]([Cl:73])=[C:6]([CH2:7][O:8][CH:9]([C:16]2[CH:17]=[CH:18][C:19]([Cl:23])=[CH:20][C:21]=2[Cl:22])[CH2:10][N:11]2[CH:15]=[N:14][CH:13]=[CH:12]2)[CH:1]=1. Given the reactants [CH:1]1[C:6]([CH2:7][O:8][CH:9]([C:16]2[CH:17]=[CH:18][C:19]([Cl:23])=[CH:20][C:21]=2[Cl:22])[CH2:10][N:11]2[CH:15]=[N:14][CH:13]=[CH:12]2)=[CH:5][CH:4]=[C:3]([Cl:24])[CH:2]=1.CN1C(/C=C/C2C=CN=C(N)N=2)=NC=C1[N+]([O-])=O.C1C=CC(C2C=CC(C(N3C=NC=C3)C3C=CC=CC=3)=CC=2)=CC=1.C1C=C(Cl)C(SC(CN2C=NC=C2)CCC2C=CC(Cl)=CC=2)=C([Cl:73])C=1.CC1N(CC2C=CC(Cl)=CC=2)C2C=CC=CC=2N=1.C1C=CC(SC2C=CC(COC(C3C=CC(Cl)=CC=3Cl)CN3C=NC=C3)=CC=2)=CC=1.C=CCOC(C1C=CC(Cl)=CC=1Cl)CN1C=NC=C1.C1C=C(Cl)C(COC(C2C=CC(Cl)=CC=2Cl)CN2C=NC=C2)=C(Cl)C=1.CCCCCOC1C=CC=CC=1/C(/N1C=NC=C1)=C\SC.C1C=C(Cl)C2SC=C(COC(C3C=CC(Cl)=CC=3Cl)CN3C=NC=C3)C=2C=1.C1C(Cl)=CC(Cl)=C(C(OCC2C=CSC=2Cl)CN2C=NC=C2)C=1.CN(CC1C=CC=C2C=CC=CC=12)C/C=C/C1C=CC=CC=1.C[C@H]1[C@]2(OC3C(Cl)=C(OC)C=C(OC)C=3C2=O)C(OC)=CC(=O)C1.CCC(C1C=CC(CC(CN2C[C@H](C)O[C@H](C)C2)C)=CC=1)(C)C.C1C=CN([O-])C(=S)C=1.[Na+], predict the reaction product. (6) Given the reactants [F:1][C:2]1[CH:3]=[C:4]([B:26]([OH:28])[OH:27])[CH:5]=[CH:6][C:7]=1[C:8](=[O:25])[NH:9][CH2:10][CH2:11][CH2:12][CH2:13][CH2:14][CH2:15][CH2:16][CH2:17][CH2:18][CH2:19][CH2:20][C:21]([O:23]C)=[O:22].[OH-].[Li+].CO, predict the reaction product. The product is: [B:26]([C:4]1[CH:5]=[CH:6][C:7]([C:8]([NH:9][CH2:10][CH2:11][CH2:12][CH2:13][CH2:14][CH2:15][CH2:16][CH2:17][CH2:18][CH2:19][CH2:20][C:21]([OH:23])=[O:22])=[O:25])=[C:2]([F:1])[CH:3]=1)([OH:27])[OH:28]. (7) Given the reactants Cl[C:2]1[C:12]([C:13]#[N:14])=[CH:11][C:5]([C:6]([O:8][CH2:9][CH3:10])=[O:7])=[C:4]([CH2:15][CH2:16][O:17][CH3:18])[N:3]=1.[CH2:19]([S:26]([NH:29][C:30]([CH:32]1[CH2:37][CH2:36][NH:35][CH2:34][CH2:33]1)=[O:31])(=[O:28])=[O:27])[C:20]1[CH:25]=[CH:24][CH:23]=[CH:22][CH:21]=1.CCN(C(C)C)C(C)C, predict the reaction product. The product is: [CH2:19]([S:26]([NH:29][C:30]([CH:32]1[CH2:37][CH2:36][N:35]([C:2]2[C:12]([C:13]#[N:14])=[CH:11][C:5]([C:6]([O:8][CH2:9][CH3:10])=[O:7])=[C:4]([CH2:15][CH2:16][O:17][CH3:18])[N:3]=2)[CH2:34][CH2:33]1)=[O:31])(=[O:27])=[O:28])[C:20]1[CH:21]=[CH:22][CH:23]=[CH:24][CH:25]=1.